Predict the product of the given reaction. From a dataset of Forward reaction prediction with 1.9M reactions from USPTO patents (1976-2016). (1) Given the reactants Cl[C:2]1[N:10]=[CH:9][N:8]=[C:7]2[C:3]=1[N:4]=[CH:5][N:6]2[CH:11]([CH2:14][CH2:15][CH2:16][CH2:17][CH3:18])[CH2:12][CH3:13].[NH3:19], predict the reaction product. The product is: [CH3:13][CH2:12][CH:11]([N:6]1[CH:5]=[N:4][C:3]2[C:7]1=[N:8][CH:9]=[N:10][C:2]=2[NH2:19])[CH2:14][CH2:15][CH2:16][CH2:17][CH3:18]. (2) Given the reactants [C:1]([NH:4][C:5]1[S:6][CH:7]=[CH:8][N:9]=1)(=[O:3])[CH3:2].[B-](F)(F)(F)[F:11].[B-](F)(F)(F)F.C1[N+]2(CCl)CC[N+](F)(CC2)C1, predict the reaction product. The product is: [C:1]([NH:4][C:5]1[S:6][C:7]([F:11])=[CH:8][N:9]=1)(=[O:3])[CH3:2]. (3) Given the reactants [CH:1]([N:4]1[C:8]([C:9]2[S:10][C:11]3[CH2:12][CH2:13][O:14][C:15]4[CH:22]=[C:21]([CH:23]5[CH2:26][N:25]([CH2:27][C:28]([NH2:30])=[O:29])[CH2:24]5)[CH:20]=[CH:19][C:16]=4[C:17]=3[N:18]=2)=[N:7][CH:6]=[N:5]1)([CH3:3])[CH3:2].OC(C(F)(F)F)=O.N1CC(C2C=CC3C4N=C(C5N(C(C)C)N=CN=5)SC=4[CH2:51][CH2:52][O:53][C:44]=3[CH:43]=2)C1.ClCC(N1CCOCC1)=O, predict the reaction product. The product is: [CH:1]([N:4]1[C:8]([C:9]2[S:10][C:11]3[CH2:12][CH2:13][O:14][C:15]4[CH:22]=[C:21]([CH:23]5[CH2:24][N:25]([CH2:27][C:28]([N:30]6[CH2:43][CH2:44][O:53][CH2:52][CH2:51]6)=[O:29])[CH2:26]5)[CH:20]=[CH:19][C:16]=4[C:17]=3[N:18]=2)=[N:7][CH:6]=[N:5]1)([CH3:3])[CH3:2]. (4) Given the reactants Cl.[NH2:2][CH2:3][CH2:4][SH:5].[CH3:6][CH:7]1[C:11](=O)[CH2:10][CH2:9][O:8]1.[OH-].[Na+], predict the reaction product. The product is: [CH3:6][CH:7]1[O:8][CH2:9][CH2:10][C:11]21[S:5][CH2:4][CH2:3][NH:2]2. (5) The product is: [F:32][CH:2]([F:1])[C:3]1[CH:8]=[CH:7][C:6]([C:9]2[N:14]=[CH:13][N:12]=[C:11]([CH2:15][NH:16][C:17]([C@@H:19]3[C@@H:23]([F:24])[CH2:22][CH2:21][NH:20]3)=[O:18])[CH:10]=2)=[CH:5][CH:4]=1. Given the reactants [F:1][CH:2]([F:32])[C:3]1[CH:8]=[CH:7][C:6]([C:9]2[N:14]=[CH:13][N:12]=[C:11]([CH2:15][NH:16][C:17]([C@@H:19]3[C@@H:23]([F:24])[CH2:22][CH2:21][N:20]3C(OC(C)(C)C)=O)=[O:18])[CH:10]=2)=[CH:5][CH:4]=1, predict the reaction product.